This data is from Peptide-MHC class I binding affinity with 185,985 pairs from IEDB/IMGT. The task is: Regression. Given a peptide amino acid sequence and an MHC pseudo amino acid sequence, predict their binding affinity value. This is MHC class I binding data. (1) The peptide sequence is VTTHKYAGPY. The MHC is HLA-A02:06 with pseudo-sequence HLA-A02:06. The binding affinity (normalized) is 0. (2) The peptide sequence is ETINEEAAEW. The MHC is HLA-A30:02 with pseudo-sequence HLA-A30:02. The binding affinity (normalized) is 0. (3) The peptide sequence is SQDEVLFLV. The MHC is HLA-A02:16 with pseudo-sequence HLA-A02:16. The binding affinity (normalized) is 1.00. (4) The peptide sequence is TPMFNDINI. The MHC is HLA-B51:01 with pseudo-sequence HLA-B51:01. The binding affinity (normalized) is 0.683. (5) The peptide sequence is VTIPQIGGM. The MHC is HLA-A03:01 with pseudo-sequence HLA-A03:01. The binding affinity (normalized) is 0.0847. (6) The peptide sequence is VFAVLSIVNR. The MHC is HLA-A29:02 with pseudo-sequence HLA-A29:02. The binding affinity (normalized) is 0.200.